Task: Predict the reaction yield, written as a fraction of the theoretical maximum amount of product (1.0 means a 100% yield; for example, 0.34 means a 34% yield).. Dataset: Reaction yield outcomes from USPTO patents with 853,638 reactions (1) The reactants are [C:1]([C:3]1[CH:4]=[C:5]2[C:10](=[CH:11][C:12]=1[O:13][CH2:14][CH2:15][O:16][CH3:17])[N:9]=[CH:8][CH:7]=[C:6]2[O:18][C:19]1[CH:24]=[CH:23][C:22]([NH:25][C:26]([NH:28][C:29]2[CH:34]=[CH:33][C:32]([F:35])=[CH:31][CH:30]=2)=[O:27])=[CH:21][CH:20]=1)#[N:2].[OH-:36].[Na+].Cl. The catalyst is CS(C)=O.O. The yield is 0.573. The product is [F:35][C:32]1[CH:31]=[CH:30][C:29]([NH:28][C:26]([NH:25][C:22]2[CH:21]=[CH:20][C:19]([O:18][C:6]3[C:5]4[C:10](=[CH:11][C:12]([O:13][CH2:14][CH2:15][O:16][CH3:17])=[C:3]([C:1]([NH2:2])=[O:36])[CH:4]=4)[N:9]=[CH:8][CH:7]=3)=[CH:24][CH:23]=2)=[O:27])=[CH:34][CH:33]=1. (2) The reactants are [Br:1][C:2]1[CH:7]=[CH:6][CH:5]=[C:4]([N+:8]([O-:10])=[O:9])[C:3]=1Cl.[CH3:12][NH2:13]. The product is [Br:1][C:2]1[CH:7]=[CH:6][CH:5]=[C:4]([N+:8]([O-:10])=[O:9])[C:3]=1[NH:13][CH3:12]. The catalyst is C(O)C. The yield is 0.920. (3) The catalyst is CO.C(S([O-])(=O)=O)(F)(F)F.C(S([O-])(=O)=O)(F)(F)F.[Zn+2]. The yield is 0.570. The product is [OH:7][C:6]1[N:1]=[C:2]2[O:8][C:12](=[O:11])[C:13]([CH2:17][C:18]3[CH:23]=[CH:22][CH:21]=[C:20]([N+:24]([O-:26])=[O:25])[CH:19]=3)=[C:14]([CH3:15])[C:3]2=[CH:4][CH:5]=1. The reactants are [N:1]1[C:6]([OH:7])=[CH:5][CH:4]=[CH:3][C:2]=1[OH:8].C([O:11][C:12](=O)[CH:13]([CH2:17][C:18]1[CH:23]=[CH:22][CH:21]=[C:20]([N+:24]([O-:26])=[O:25])[CH:19]=1)[C:14](=O)[CH3:15])C.O. (4) The reactants are [N:1]1([C:6]([C:8]2[S:12][C:11]([C:13]3[CH:21]=[CH:20][C:16]([C:17](O)=[O:18])=[CH:15][CH:14]=3)=[CH:10][CH:9]=2)=[O:7])[CH2:5][CH2:4][CH2:3][CH2:2]1.CCN=C=NCCCN(C)C.Cl.C1C=CC2N(O)N=NC=2C=1.CCN(C(C)C)C(C)C.[NH:53]1[CH2:57][CH2:56][CH2:55][C@H:54]1[CH2:58][N:59]1[CH2:63][CH2:62][CH2:61][CH2:60]1. The catalyst is CN(C=O)C.ClCCl. The yield is 0.570. The product is [N:1]1([C:6]([C:8]2[S:12][C:11]([C:13]3[CH:21]=[CH:20][C:16]([C:17]([N:53]4[CH2:57][CH2:56][CH2:55][C@H:54]4[CH2:58][N:59]4[CH2:63][CH2:62][CH2:61][CH2:60]4)=[O:18])=[CH:15][CH:14]=3)=[CH:10][CH:9]=2)=[O:7])[CH2:2][CH2:3][CH2:4][CH2:5]1. (5) The reactants are [F:1][CH:2]([F:5])[CH2:3]Cl.[CH3:6][C:7]1[CH:14]=[CH:13][C:10]([CH2:11][NH2:12])=[CH:9][CH:8]=1. The catalyst is O. The product is [F:1][CH:2]([F:5])[CH2:3][NH:12][CH2:11][C:10]1[CH:13]=[CH:14][C:7]([CH3:6])=[CH:8][CH:9]=1. The yield is 0.580.